From a dataset of Full USPTO retrosynthesis dataset with 1.9M reactions from patents (1976-2016). Predict the reactants needed to synthesize the given product. Given the product [CH2:1]([N:5]1[C:13]2[N:12]=[C:11]([Cl:14])[NH:10][C:9]=2[C:8](=[O:15])[N:7]([CH2:16][CH2:17][CH2:18][C:19]2[O:21][N:35]=[C:34]([CH2:33][C:28]3[CH:29]=[CH:30][C:31]([Cl:32])=[C:26]([Cl:25])[CH:27]=3)[N:37]=2)[C:6]1=[O:24])[CH2:2][CH2:3][CH3:4], predict the reactants needed to synthesize it. The reactants are: [CH2:1]([N:5]1[C:13]2[N:12]=[C:11]([Cl:14])[NH:10][C:9]=2[C:8](=[O:15])[N:7]([CH2:16][CH2:17][CH2:18][C:19]([O:21]CC)=O)[C:6]1=[O:24])[CH2:2][CH2:3][CH3:4].[Cl:25][C:26]1[CH:27]=[C:28]([CH2:33]/[C:34](=[N:37]/[H])/[NH:35]O)[CH:29]=[CH:30][C:31]=1[Cl:32].[O-]CC.[Na+].